Dataset: Forward reaction prediction with 1.9M reactions from USPTO patents (1976-2016). Task: Predict the product of the given reaction. (1) Given the reactants C(=O)([O-])[O-].[K+].[K+].[Cl:7][C:8]1[CH:13]=[CH:12][C:11]([C:14]2[CH:19]=[CH:18][C:17]([CH2:20][CH2:21][C@@H:22]([O:40]C=O)[C@@H:23]([CH2:27][CH2:28][N:29]3[C:37](=[O:38])[C:36]4[C:31](=[CH:32][CH:33]=[CH:34][CH:35]=4)[C:30]3=[O:39])[C:24]([OH:26])=[O:25])=[CH:16][CH:15]=2)=[CH:10][CH:9]=1, predict the reaction product. The product is: [Cl:7][C:8]1[CH:13]=[CH:12][C:11]([C:14]2[CH:15]=[CH:16][C:17]([CH2:20][CH2:21][C@@H:22]([OH:40])[C@@H:23]([CH2:27][CH2:28][N:29]3[C:30](=[O:39])[C:31]4[C:36](=[CH:35][CH:34]=[CH:33][CH:32]=4)[C:37]3=[O:38])[C:24]([OH:26])=[O:25])=[CH:18][CH:19]=2)=[CH:10][CH:9]=1. (2) Given the reactants [Cl:1][CH2:2][C:3](=O)[CH2:4][C:5]([O:7][CH2:8][CH3:9])=[O:6].S(=O)(=O)(O)O.[CH3:16][C:17]1[CH:23]=CC(O)=[CH:19][C:18]=1[OH:24], predict the reaction product. The product is: [Cl:1][CH2:2][C:3]1[C:9]2[C:8](=[CH:19][C:18]([OH:24])=[C:17]([CH3:23])[CH:16]=2)[O:7][C:5](=[O:6])[CH:4]=1. (3) Given the reactants [Cl:1][C:2]1[C:3]([C:19]2[S:23][C:22]([C:24]3([O:28][CH2:29][O:30][CH3:31])[CH2:27][CH2:26][CH2:25]3)=[N:21][CH:20]=2)=[C:4]2[CH:10]=[C:9]([C:11]3[CH:17]=[CH:16][C:14]([NH2:15])=[CH:13][C:12]=3[F:18])[NH:8][C:5]2=[N:6][CH:7]=1.[CH3:32][N:33]([CH3:38])[CH2:34][C:35](O)=[O:36].F[P-](F)(F)(F)(F)F.N1(OC(N(C)C)=[N+](C)C)C2N=CC=CC=2N=N1, predict the reaction product. The product is: [Cl:1][C:2]1[C:3]([C:19]2[S:23][C:22]([C:24]3([O:28][CH2:29][O:30][CH3:31])[CH2:25][CH2:26][CH2:27]3)=[N:21][CH:20]=2)=[C:4]2[CH:10]=[C:9]([C:11]3[CH:17]=[CH:16][C:14]([NH:15][C:35](=[O:36])[CH2:34][N:33]([CH3:38])[CH3:32])=[CH:13][C:12]=3[F:18])[NH:8][C:5]2=[N:6][CH:7]=1. (4) The product is: [F:20][C:15]1[CH:16]=[CH:17][CH:18]=[CH:19][C:14]=1[CH2:13][N:11]1[C:10]2[CH2:21][CH2:22][CH2:23][C:9]=2[C:8]([C:6]2[N:7]=[C:2]([I:38])[C:3]3[C:26]([CH3:27])([CH3:28])[C:25](=[O:29])[NH:24][C:4]=3[N:5]=2)=[N:12]1. Given the reactants N[C:2]1[C:3]2[C:26]([CH3:28])([CH3:27])[C:25](=[O:29])[NH:24][C:4]=2[N:5]=[C:6]([C:8]2[C:9]3[CH2:23][CH2:22][CH2:21][C:10]=3[N:11]([CH2:13][C:14]3[CH:19]=[CH:18][CH:17]=[CH:16][C:15]=3[F:20])[N:12]=2)[N:7]=1.N(OCCC(C)C)=O.[I:38]I.[I-].[Cs+], predict the reaction product. (5) Given the reactants C1(C)C=CC(S(O[CH2:11][CH2:12][CH:13]([CH3:18])[C:14]([F:17])([F:16])[F:15])(=O)=O)=CC=1.[F:20][C:21]([F:31])([F:30])[CH2:22][CH2:23][S:24]([CH2:27][C:28]#[N:29])(=[O:26])=[O:25].C(=O)([O-])[O-].[K+].[K+].Cl, predict the reaction product. The product is: [F:15][C:14]([F:17])([F:16])[CH:13]([CH3:18])[CH2:12][CH2:11][CH:27]([S:24]([CH2:23][CH2:22][C:21]([F:20])([F:30])[F:31])(=[O:25])=[O:26])[C:28]#[N:29]. (6) Given the reactants [CH3:1][O:2][C:3](=[O:15])[C:4](=[N+]=[N-])[C:5]1[CH:10]=[CH:9][C:8]([Cl:11])=[C:7]([Cl:12])[CH:6]=1.ClCCl.[CH:19]1([OH:24])[CH2:23][CH2:22][CH2:21][CH2:20]1, predict the reaction product. The product is: [CH3:1][O:2][C:3](=[O:15])[CH:4]([O:24][CH:19]1[CH2:23][CH2:22][CH2:21][CH2:20]1)[C:5]1[CH:10]=[CH:9][C:8]([Cl:11])=[C:7]([Cl:12])[CH:6]=1.